This data is from Peptide-MHC class II binding affinity with 134,281 pairs from IEDB. The task is: Regression. Given a peptide amino acid sequence and an MHC pseudo amino acid sequence, predict their binding affinity value. This is MHC class II binding data. The peptide sequence is EDKFLANVSTVLTGK. The MHC is DRB1_0802 with pseudo-sequence DRB1_0802. The binding affinity (normalized) is 0.764.